This data is from Drug-target binding data from BindingDB using IC50 measurements. The task is: Regression. Given a target protein amino acid sequence and a drug SMILES string, predict the binding affinity score between them. We predict pIC50 (pIC50 = -log10(IC50 in M); higher means more potent). Dataset: bindingdb_ic50. (1) The compound is CCCCCCCCCCCCCCC#CCOCc1ccc(CCC(=O)O)cc1. The target protein (P16469) has sequence MGLYRVRVSTGSSFYAGSQNQVQLWLVGQHGEAALGWCLRPARGKETEFSVDVSEYLGPLLFVKLRKRHLLQDDAWFCNWISVQGPGANGDEFRFPCYRWVEGDRILSLPEGTARTVVDDPQGLFKKHREEELAERRKLYRWGNWKDGLILNIASTGIHDLPVDERFLEDKRIDFEASLAKGLADLAVKDSLNVLMSWNSLDSFNRIFWCGQSKLAERVRDSWKEDALFGYQFLNGTNPMLLRHSVELPARLKFPPGMEELQAQLEKELQGGTLFEADFSLLDGIKANVILCSQQYLAVPLVMLKLQPDGKLLPMVIQLQLPHEGSPLPPLFLPTDPPMVWLLAKCWVRSSDFQLHELHSHLLRGHLMAEVIAVATMRCLPSIHPIFKLLIPHFRYTMEINVRARNGLVSDLGIFDQVVSTGGGGHVELLRRAAALLTYSSFCPPDDLADRGLLGVESSFYAQDALRLWEVISRYVEGIVSLHYKTDESVKEDLELQAWC.... The pIC50 is 5.0. (2) The compound is NS(=O)(=O)c1ccc(/C=C2/C(=O)Nc3ccc(Cl)cc32)cc1. The target protein (O02768) has sequence MLARALLLCAAVALSHAANPCCSNPCQNRGVCMTMGFDQYKCDCTRTGFYGENCSTPEFLTRIKLLLKPTPDTVHYILTHFKGVWNIVNSIPFLRNSIMKYVLTSRSHMIDSPPTYNVHYNYKSWEAFSNLSYYTRALPPVADDCPTPMGVKGKKELPDSKDVVEKLLLRRKFIPDPQGTNMMFAFFAQHFTHQFFKTDLKRGPAFTKGLGHGVDLNHIYGETLDRQHKLRLFKDGKMKYQVIDGEVYPPTVKDTQVEMIYPPHIPAHLQFAVGQEVFGLVPGLMMYATIWLREHNRVCDVLKQEHPEWDDEQLFQTSRLILIGETIKIVIEDYVQHLSGYHFKLKFDPELLFNQQFQYQNRIAAEFNTLYHWHPLLPDTFQIDDQQYNYQQFLYNNSILLEHGLTQFVESFTRQIAGRVAGGRNVPPAVQKVAKASIDQSRQMKYQSLNEYRKRFLLKPYESFEELTGEKEMAAELEALYGDIDAVELYPALLVERPRP.... The pIC50 is 5.5. (3) The small molecule is CC(C)c1cc(CN(C)C)cc(C(C)C)c1O. The target protein sequence is MSKIFDLVVIGAGSGGLEAGWNAATLYKKRVAVIDVQTHHGPPHYAALGGTCVNVGCVPKKLMVTGAQYMDHLRESAGFGWEFDGSSVKANWKKLIAAKNEAVLDINKSYEGMFNDTEGLDFFLGWGSLESKNVVVVRETADPKSAVKERLQADHILLATGSWPQMPAIPGVEHCISSNEAFYLPEPPRRVLTVGGGFISVEFAGIFNAYKPPGGKVTLCYRNNLILRGFDETIREEVTKQLTANGIEIMTNENPAKVSLNTDGSKHVTFESGKTLDVDVVMMAIGRIPRTNDLQLGNVGVKLTPKGGVQVDEFSRTNVPNIYAIGDITDRLMLTPVAINEGAALVDTVFGNKPRKTDHTRVASAVFSIPPIGTCGLIEEVAAKEFEKVAVYMSSFTPLMHNISGSKYKKFVAKIVTNHSDGTVLGVHLLGDGAPEIIQAVGVCLRLNAKISDFYNTIGVHPTSAEELCSMRTPSYYYLKGEKMETLPESSL. The pIC50 is 4.9.